From a dataset of Experimental lipophilicity measurements (octanol/water distribution) for 4,200 compounds from AstraZeneca. Regression/Classification. Given a drug SMILES string, predict its absorption, distribution, metabolism, or excretion properties. Task type varies by dataset: regression for continuous measurements (e.g., permeability, clearance, half-life) or binary classification for categorical outcomes (e.g., BBB penetration, CYP inhibition). For this dataset (lipophilicity_astrazeneca), we predict Y. (1) The drug is COc1cc(F)ccc1-c1cncc(CNC2CCCCC2)c1. The Y is 2.60 logD. (2) The molecule is O=C1COC2(CCN(S(=O)(=O)c3ccc(-c4ccc5cnccc5c4)cc3)CC2)CN1C1CC1. The Y is 3.32 logD. (3) The drug is CCN(CC)c1ccc2cc(C(C)=O)c(=O)oc2c1. The Y is 2.00 logD. (4) The molecule is CNCCCN1c2ccccc2CCc2ccccc21. The Y is 1.24 logD.